From a dataset of Reaction yield outcomes from USPTO patents with 853,638 reactions. Predict the reaction yield, written as a fraction of the theoretical maximum amount of product (1.0 means a 100% yield; for example, 0.34 means a 34% yield). (1) The reactants are F[C:2]1[CH:15]=[CH:14][C:13]([C:16]([F:19])([F:18])[F:17])=[CH:12][C:3]=1[C:4]([C:6]1[CH:11]=[CH:10][CH:9]=[CH:8][CH:7]=1)=O.[NH2:20][NH2:21]. No catalyst specified. The product is [C:6]1([C:4]2[C:3]3[C:2](=[CH:15][CH:14]=[C:13]([C:16]([F:19])([F:18])[F:17])[CH:12]=3)[NH:21][N:20]=2)[CH:11]=[CH:10][CH:9]=[CH:8][CH:7]=1. The yield is 0.760. (2) The reactants are [CH:1]1([NH:6][C:7]([N:9]2[C:17]3[C:12](=[CH:13][C:14]([O:18][C:19]4[CH:24]=[CH:23][N:22]=[C:21]([NH2:25])[CH:20]=4)=[CH:15][CH:16]=3)[CH:11]=[CH:10]2)=[O:8])[CH2:5][CH2:4][CH2:3][CH2:2]1.C(N(CC)CC)C.N1C=[CH:37][CH:36]=[CH:35][CH:34]=1.Cl[C:40]([O:42][C:43]1[CH:48]=[CH:47][CH:46]=[CH:45][CH:44]=1)=[O:41].[C:49]([O:52][CH2:53][CH3:54])(=[O:51])C. The catalyst is O1CCCC1.CCCCCC. The product is [CH:1]1([NH:6][C:7]([N:9]2[C:17]3[C:12](=[CH:13][C:14]([O:18][C:19]4[CH:24]=[CH:23][N:22]=[C:21]([N:25]([C:49]([O:52][C:53]5[CH:54]=[CH:37][CH:36]=[CH:35][CH:34]=5)=[O:51])[C:40](=[O:41])[O:42][C:43]5[CH:48]=[CH:47][CH:46]=[CH:45][CH:44]=5)[CH:20]=4)=[CH:15][CH:16]=3)[CH:11]=[CH:10]2)=[O:8])[CH2:2][CH2:3][CH2:4][CH2:5]1. The yield is 0.952. (3) The product is [Cl:15][C:9]1[CH:8]=[C:7]([C:6]2[O:5][C:4]([CH3:17])([CH3:16])[C:3](=[O:18])[C:2]=2[C:27]2[CH:28]=[CH:29][C:30]([O:31][CH2:32][C:33]3[CH:42]=[CH:41][C:40]4[C:35](=[CH:36][CH:37]=[CH:38][CH:39]=4)[N:34]=3)=[CH:43][CH:44]=2)[CH:12]=[CH:11][C:10]=1[O:13][CH3:14]. The catalyst is C1(C)C=CC=CC=1.O. The yield is 0.230. The reactants are Br[C:2]1[C:3](=[O:18])[C:4]([CH3:17])([CH3:16])[O:5][C:6]=1[C:7]1[CH:12]=[CH:11][C:10]([O:13][CH3:14])=[C:9]([Cl:15])[CH:8]=1.CC1(C)C(C)(C)OB([C:27]2[CH:44]=[CH:43][C:30]([O:31][CH2:32][C:33]3[CH:42]=[CH:41][C:40]4[C:35](=[CH:36][CH:37]=[CH:38][CH:39]=4)[N:34]=3)=[CH:29][CH:28]=2)O1.C([O-])([O-])=O.[Cs+].[Cs+]. (4) The reactants are C(=O)C1C=CC=CC=1.C(OC)(=O)C#C.[CH:15]1([CH:21]([OH:28])[C:22]#[C:23][C:24]([O:26][CH3:27])=[O:25])[CH2:20][CH2:19][CH2:18][CH2:17][CH2:16]1. No catalyst specified. The product is [OH:28][CH:21]([C:15]1[CH:16]=[CH:17][CH:18]=[CH:19][CH:20]=1)[C:22]#[C:23][C:24]([O:26][CH3:27])=[O:25]. The yield is 0.950.